The task is: Predict the product of the given reaction.. This data is from Forward reaction prediction with 1.9M reactions from USPTO patents (1976-2016). (1) Given the reactants [CH2:1]([O:3][C:4](=[O:14])[CH2:5][CH2:6][NH:7][CH:8]1[CH2:12][CH2:11][CH2:10][CH:9]1[CH3:13])[CH3:2].[Cl:15][C:16]1[N:21]=[C:20](Cl)[C:19]([N+:23]([O-:25])=[O:24])=[CH:18][N:17]=1.C(=O)(O)[O-].[K+], predict the reaction product. The product is: [CH2:1]([O:3][C:4](=[O:14])[CH2:5][CH2:6][N:7]([C:18]1[C:19]([N+:23]([O-:25])=[O:24])=[CH:20][N:21]=[C:16]([Cl:15])[N:17]=1)[CH:8]1[CH2:12][CH2:11][CH2:10][CH:9]1[CH3:13])[CH3:2]. (2) Given the reactants [CH2:1]1[C:10]2[C:5]3=[C:6]([CH2:13][CH2:14][CH2:15][N:4]3[CH2:3][CH2:2]1)[CH:7]=[C:8]([CH:11]=O)[CH:9]=2.[C:16]([C:18]1[C:19](=[C:26]([C:29]#[N:30])[C:27]#[N:28])[O:20][C:21]([CH3:25])([CH3:24])[C:22]=1[CH3:23])#[N:17].C(O)(=O)C, predict the reaction product. The product is: [C:16]([C:18]1[C:19](=[C:26]([C:27]#[N:28])[C:29]#[N:30])[O:20][C:21]([CH3:24])([CH3:25])[C:22]=1[CH:23]=[CH:11][C:8]1[CH:9]=[C:10]2[C:5]3=[C:6]([CH2:13][CH2:14][CH2:15][N:4]3[CH2:3][CH2:2][CH2:1]2)[CH:7]=1)#[N:17]. (3) Given the reactants C[O:2][C:3]1[CH:4]=[C:5]([C:9]2[S:10][CH:11]=[C:12]([C:14]3[CH:19]=[CH:18][CH:17]=[C:16]([O:20]C)[CH:15]=3)[N:13]=2)[CH:6]=[CH:7][CH:8]=1, predict the reaction product. The product is: [S:10]1[CH:11]=[C:12]([C:14]2[CH:15]=[C:16]([OH:20])[CH:17]=[CH:18][CH:19]=2)[N:13]=[C:9]1[C:5]1[CH:4]=[C:3]([OH:2])[CH:8]=[CH:7][CH:6]=1. (4) Given the reactants Br[C:2]1[S:6][C:5]([NH:7][C:8](=[O:14])[CH2:9][C:10]([OH:13])([CH3:12])[CH3:11])=[N:4][C:3]=1[CH2:15][CH:16]1[CH2:21][CH2:20][CH2:19][CH2:18][CH2:17]1.C([O-])([O-])=O.[Cs+].[Cs+].[C:28]([NH:32][S:33]([C:36]1[CH:41]=[CH:40][C:39](B2OC(C)(C)C(C)(C)O2)=[CH:38][C:37]=1[C:51]([F:54])([F:53])[F:52])(=[O:35])=[O:34])([CH3:31])([CH3:30])[CH3:29], predict the reaction product. The product is: [C:28]([NH:32][S:33]([C:36]1[CH:41]=[CH:40][C:39]([C:2]2[S:6][C:5]([NH:7][C:8](=[O:14])[CH2:9][C:10]([OH:13])([CH3:12])[CH3:11])=[N:4][C:3]=2[CH2:15][CH:16]2[CH2:21][CH2:20][CH2:19][CH2:18][CH2:17]2)=[CH:38][C:37]=1[C:51]([F:54])([F:52])[F:53])(=[O:34])=[O:35])([CH3:31])([CH3:29])[CH3:30]. (5) Given the reactants [Cl:1][C:2]1[CH:7]=[C:6]([Cl:8])[CH:5]=[CH:4][C:3]=1[N:9]1[C:13]2=[N:14][C:15]([CH3:22])=[CH:16][C:17]([NH:18][CH2:19][CH2:20]Cl)=[C:12]2[N:11]=[C:10]1[CH3:23].[CH:24]1([NH2:29])[CH2:28][CH2:27][CH2:26][CH2:25]1, predict the reaction product. The product is: [Cl:1][C:2]1[CH:7]=[C:6]([Cl:8])[CH:5]=[CH:4][C:3]=1[N:9]1[C:13]2=[N:14][C:15]([CH3:22])=[CH:16][C:17]([NH:18][CH2:19][CH2:20][NH:29][CH:24]3[CH2:28][CH2:27][CH2:26][CH2:25]3)=[C:12]2[N:11]=[C:10]1[CH3:23].